This data is from CYP3A4 inhibition data for predicting drug metabolism from PubChem BioAssay. The task is: Regression/Classification. Given a drug SMILES string, predict its absorption, distribution, metabolism, or excretion properties. Task type varies by dataset: regression for continuous measurements (e.g., permeability, clearance, half-life) or binary classification for categorical outcomes (e.g., BBB penetration, CYP inhibition). Dataset: cyp3a4_veith. (1) The compound is CC(C)c1ccc(OCc2ccc(C(=O)N3CCN(c4ccccn4)CC3)cc2)cc1. The result is 0 (non-inhibitor). (2) The drug is CCNc1ncc2nc(-c3ccccc3)c(=O)n(C3CC3)c2n1. The result is 0 (non-inhibitor). (3) The drug is O=C(CSc1nnc(SCc2cccc3ccccc23)s1)c1ccc2c(c1)OCO2. The result is 1 (inhibitor). (4) The molecule is CCOC(=O)C(CC)(CC)C(=O)/C=C/c1ccc(Br)cc1. The result is 0 (non-inhibitor).